This data is from Forward reaction prediction with 1.9M reactions from USPTO patents (1976-2016). The task is: Predict the product of the given reaction. (1) Given the reactants [CH3:1][C:2]1[CH:7]=[CH:6][C:5]([C:8]2[O:9][C:10]([CH3:13])=[N:11][N:12]=2)=[CH:4][C:3]=1[C:14]1[CH:19]=[CH:18][C:17]([C:20]([OH:22])=O)=[CH:16][CH:15]=1.[NH2:23][CH2:24][CH2:25][CH2:26][OH:27].Cl.CN(C)CCCN=C=NCC.ON1C2C=CC=CC=2N=N1, predict the reaction product. The product is: [OH:27][CH2:26][CH2:25][CH2:24][NH:23][C:20]([C:17]1[CH:16]=[CH:15][C:14]([C:3]2[CH:4]=[C:5]([C:8]3[O:9][C:10]([CH3:13])=[N:11][N:12]=3)[CH:6]=[CH:7][C:2]=2[CH3:1])=[CH:19][CH:18]=1)=[O:22]. (2) Given the reactants [C:1]([C:5]1[CH:9]=[C:8]([NH:10][C:11]([NH:13][CH2:14][C:15]2[CH:20]=[CH:19][C:18]([C:21]3[N:25]4[CH:26]=[CH:27][C:28]([C:30]5[CH:35]=[CH:34][C:33]([S:36]([CH3:39])(=[O:38])=[O:37])=[CH:32][CH:31]=5)=[CH:29][C:24]4=[N:23][CH:22]=3)=[CH:17][CH:16]=2)=[O:12])[N:7]([CH2:40][CH2:41]OS(C)(=O)=O)[N:6]=1)([CH3:4])([CH3:3])[CH3:2].[NH:47]1[CH2:52][CH2:51][O:50][CH2:49][CH2:48]1.CCOC(C)=O, predict the reaction product. The product is: [C:1]([C:5]1[CH:9]=[C:8]([NH:10][C:11]([NH:13][CH2:14][C:15]2[CH:16]=[CH:17][C:18]([C:21]3[N:25]4[CH:26]=[CH:27][C:28]([C:30]5[CH:35]=[CH:34][C:33]([S:36]([CH3:39])(=[O:37])=[O:38])=[CH:32][CH:31]=5)=[CH:29][C:24]4=[N:23][CH:22]=3)=[CH:19][CH:20]=2)=[O:12])[N:7]([CH2:40][CH2:41][N:47]2[CH2:52][CH2:51][O:50][CH2:49][CH2:48]2)[N:6]=1)([CH3:2])([CH3:3])[CH3:4]. (3) The product is: [OH:38][C:35]1([CH2:39][CH2:40][N:41]2[CH2:46][CH2:45][C@H:44]([OH:47])[C@@H:43]([CH3:48])[CH2:42]2)[CH2:34][CH2:33][CH:32]([NH:31][C:26]([C:20]2[NH:21][C:22]3[C:18]([CH:19]=2)=[C:17]([O:16][CH2:15][C:12]2[C:11]4[CH:29]=[CH:30][C:8]([O:7][CH2:6][CH2:5][CH2:4][O:3][CH2:1][CH3:2])=[CH:9][C:10]=4[O:14][CH:13]=2)[CH:25]=[CH:24][CH:23]=3)=[O:27])[CH2:37][CH2:36]1. Given the reactants [CH2:1]([O:3][CH2:4][CH2:5][CH2:6][O:7][C:8]1[CH:30]=[CH:29][C:11]2[C:12]([CH2:15][O:16][C:17]3[CH:25]=[CH:24][CH:23]=[C:22]4[C:18]=3[CH:19]=[C:20]([C:26](O)=[O:27])[NH:21]4)=[CH:13][O:14][C:10]=2[CH:9]=1)[CH3:2].[NH2:31][CH:32]1[CH2:37][CH2:36][C:35]([CH2:39][CH2:40][N:41]2[CH2:46][CH2:45][C@H:44]([OH:47])[C@@H:43]([CH3:48])[CH2:42]2)([OH:38])[CH2:34][CH2:33]1, predict the reaction product. (4) Given the reactants [NH2:1][CH:2]([CH2:18][C:19]1[CH:24]=[CH:23][CH:22]=[C:21]([O:25][C:26]([F:31])([F:30])[CH:27]([F:29])[F:28])[CH:20]=1)[CH:3]([C:5]1[CH:10]=[CH:9][C:8]([O:11][C:12]2[CH:17]=[CH:16][CH:15]=[CH:14][CH:13]=2)=[CH:7][CH:6]=1)[OH:4].[C:32]1([C:43](O)=[O:44])[CH:33]=[CH:34][CH:35]=[C:36]2[CH2:42][CH2:41][CH2:40][CH:39]=[CH:38][C:37]=12.Cl.C(N=C=NCCCN(C)C)C.ON1C2C=CC=CC=2N=N1, predict the reaction product. The product is: [OH:4][CH:3]([C:5]1[CH:6]=[CH:7][C:8]([O:11][C:12]2[CH:13]=[CH:14][CH:15]=[CH:16][CH:17]=2)=[CH:9][CH:10]=1)[CH:2]([NH:1][C:43]([C:32]1[CH:33]=[CH:34][CH:35]=[C:36]2[CH2:42][CH2:41][CH2:40][CH:39]=[CH:38][C:37]=12)=[O:44])[CH2:18][C:19]1[CH:24]=[CH:23][CH:22]=[C:21]([O:25][C:26]([F:30])([F:31])[CH:27]([F:28])[F:29])[CH:20]=1. (5) Given the reactants [O:1]1[C:6]2([CH2:11][CH2:10][NH:9][CH2:8][CH2:7]2)[CH2:5][N:4]([C:12]2[CH:19]=[CH:18][C:15]([C:16]#[N:17])=[CH:14][N:13]=2)[CH2:3][CH2:2]1.[CH3:20][C:21]1[C:29]([C@@H:30]2[CH2:32][O:31]2)=[CH:28][CH:27]=[C:26]2[C:22]=1[CH2:23][O:24][C:25]2=[O:33], predict the reaction product. The product is: [OH:31][C@H:30]([C:29]1[C:21]([CH3:20])=[C:22]2[C:26](=[CH:27][CH:28]=1)[C:25](=[O:33])[O:24][CH2:23]2)[CH2:32][N:9]1[CH2:8][CH2:7][C:6]2([O:1][CH2:2][CH2:3][N:4]([C:12]3[CH:19]=[CH:18][C:15]([C:16]#[N:17])=[CH:14][N:13]=3)[CH2:5]2)[CH2:11][CH2:10]1. (6) The product is: [Cl:1][C:2]1[CH:7]=[CH:6][C:5]([C:8]2[N:9]=[C:10]([NH:23][CH:18]3[CH2:22][CH2:21][CH2:20][CH2:19]3)[C:11]3[CH2:16][CH2:15][CH2:14][C:12]=3[N:13]=2)=[CH:4][CH:3]=1. Given the reactants [Cl:1][C:2]1[CH:7]=[CH:6][C:5]([C:8]2[N:9]=[C:10](Cl)[C:11]3[CH2:16][CH2:15][CH2:14][C:12]=3[N:13]=2)=[CH:4][CH:3]=1.[CH:18]1([NH2:23])[CH2:22][CH2:21][CH2:20][CH2:19]1.CN1CCCC1=O, predict the reaction product. (7) Given the reactants C([O:5][N:6]=[C:7]1[C:16]2[C:11](=[CH:12][CH:13]=[C:14]([OH:17])[CH:15]=2)[O:10][C:9]([C:18]2[N:23]=[CH:22][C:21]3[CH:24]=[CH:25][S:26][C:20]=3[CH:19]=2)=[CH:8]1)(C)(C)C.Cl[CH2:28][CH2:29][C:30]1(Cl)[CH:35]=[CH:34][C:33]([F:36])=[CH:32][CH2:31]1, predict the reaction product. The product is: [F:36][C:33]1[CH:34]=[CH:35][C:30]([CH2:29][CH2:28][O:17][C:14]2[CH:15]=[C:16]3[C:11](=[CH:12][CH:13]=2)[O:10][C:9]([C:18]2[N:23]=[CH:22][C:21]4[CH:24]=[CH:25][S:26][C:20]=4[CH:19]=2)=[CH:8][C:7]3=[N:6][OH:5])=[CH:31][CH:32]=1. (8) Given the reactants [CH3:1][C:2]1([C:12]2[CH2:17][CH2:16][CH2:15][CH2:14][CH:13]=2)[C:9](=[O:10])[N:8]([CH3:11])[C:6](=[O:7])[NH:5][C:3]1=[O:4].[H-].[Na+].Br[CH2:21][C:22]([C:24]1[CH:29]=[CH:28][CH:27]=[CH:26][CH:25]=1)=[O:23], predict the reaction product. The product is: [C:12]1([C:2]2([CH3:1])[C:9](=[O:10])[N:8]([CH3:11])[C:6](=[O:7])[N:5]([CH2:21][C:22](=[O:23])[C:24]3[CH:29]=[CH:28][CH:27]=[CH:26][CH:25]=3)[C:3]2=[O:4])[CH2:17][CH2:16][CH2:15][CH2:14][CH:13]=1. (9) The product is: [Cl:23][C:18]1[CH:17]=[C:16]([C:14]2[N:15]=[C:11]([C:9]3[CH:10]=[C:5]([C:3]([OH:2])=[O:4])[C:6]([C:24]4[CH:29]=[CH:28][C:27]([C:30](=[O:32])[NH:39][CH2:38][CH2:37][CH2:36][N:35]([CH2:40][CH3:41])[CH2:33][CH3:34])=[CH:26][CH:25]=4)=[CH:7][CH:8]=3)[S:12][CH:13]=2)[CH:21]=[CH:20][C:19]=1[Cl:22]. Given the reactants C[O:2][C:3]([C:5]1[C:6]([C:24]2[CH:29]=[CH:28][C:27]([C:30]([OH:32])=O)=[CH:26][CH:25]=2)=[CH:7][CH:8]=[C:9]([C:11]2[S:12][CH:13]=[C:14]([C:16]3[CH:21]=[CH:20][C:19]([Cl:22])=[C:18]([Cl:23])[CH:17]=3)[N:15]=2)[CH:10]=1)=[O:4].[CH2:33]([N:35]([CH2:40][CH3:41])[CH2:36][CH2:37][CH2:38][NH2:39])[CH3:34], predict the reaction product. (10) Given the reactants [Cl:1][C:2]1[N:7]2[N:8]=[C:9]([NH:11][C:12](=[O:19])[C:13]3[CH:18]=[CH:17][CH:16]=[N:15][CH:14]=3)[N:10]=[C:6]2[CH:5]=[CH:4][CH:3]=1.[CH3:20][C:21]([CH3:26])=[CH:22]B(O)O.[F-].[Cs+].[NH4+].[Cl-:30], predict the reaction product. The product is: [ClH:1].[ClH:30].[CH3:22][C:21]([CH3:26])=[CH:20][C:2]1[N:7]2[N:8]=[C:9]([NH:11][C:12](=[O:19])[C:13]3[CH:18]=[CH:17][CH:16]=[N:15][CH:14]=3)[N:10]=[C:6]2[CH:5]=[CH:4][CH:3]=1.